From a dataset of Catalyst prediction with 721,799 reactions and 888 catalyst types from USPTO. Predict which catalyst facilitates the given reaction. (1) Reactant: Br[C:2]1([CH2:13][C:14]2[CH:19]=[CH:18][CH:17]=[C:16]([Cl:20])[CH:15]=2)[C:10]2[C:5](=[CH:6][C:7]([Cl:11])=[CH:8][CH:9]=2)[NH:4][C:3]1=[O:12].[CH:21]1([NH2:27])[CH2:26][CH2:25][CH2:24][CH2:23][CH2:22]1.CCN(C(C)C)C(C)C. Product: [Cl:11][C:7]1[CH:6]=[C:5]2[C:10]([C:2]([CH2:13][C:14]3[CH:19]=[CH:18][CH:17]=[C:16]([Cl:20])[CH:15]=3)([NH:27][CH:21]3[CH2:26][CH2:25][CH2:24][CH2:23][CH2:22]3)[C:3](=[O:12])[NH:4]2)=[CH:9][CH:8]=1. The catalyst class is: 6. (2) Product: [OH:1][C@H:2]1[CH2:11][CH2:10][CH2:9][C:8]2[CH:7]=[C:6]([C:12]#[N:13])[CH:5]=[CH:4][C:3]1=2. The catalyst class is: 247. Reactant: [O:1]=[C:2]1[CH2:11][CH2:10][CH2:9][C:8]2[CH:7]=[C:6]([C:12]#[N:13])[CH:5]=[CH:4][C:3]1=2.CO.C(Cl)(=O)C. (3) Reactant: [Cl:1][C:2]1[CH:3]=[C:4]([NH:8][C:9]2[N:14]=[C:13]([C:15]([F:18])([F:17])[F:16])[C:12]([NH2:19])=[CH:11][N:10]=2)[CH:5]=[CH:6][CH:7]=1.N1C=CC=CC=1.[C:26]1([S:32](Cl)(=[O:34])=[O:33])[CH:31]=[CH:30][CH:29]=[CH:28][CH:27]=1.C(=O)([O-])O.[Na+]. Product: [Cl:1][C:2]1[CH:3]=[C:4]([NH:8][C:9]2[N:14]=[C:13]([C:15]([F:17])([F:18])[F:16])[C:12]([NH:19][S:32]([C:26]3[CH:31]=[CH:30][CH:29]=[CH:28][CH:27]=3)(=[O:34])=[O:33])=[CH:11][N:10]=2)[CH:5]=[CH:6][CH:7]=1. The catalyst class is: 4. (4) Reactant: Cl.[NH2:2][OH:3].[C:4]12[C:17](=[O:18])O[C:14](=[O:15])[C:12]3=[C:13]1[C:8](=[CH:9][CH:10]=[CH:11]3)[CH:7]=[CH:6][CH:5]=2. Product: [CH:6]1[CH:5]=[C:4]2[C:17]([N:2]([OH:3])[C:14]([C:12]3=[CH:11][CH:10]=[CH:9][C:8](=[C:13]23)[CH:7]=1)=[O:15])=[O:18]. The catalyst class is: 17. (5) Reactant: [OH:1][C@H:2]1[CH2:6][NH:5][CH2:4][C@@H:3]1[CH2:7][OH:8].C(N(CC)CC)C.[CH2:16](Br)[C:17]1[CH:22]=[CH:21][CH:20]=[CH:19][CH:18]=1. Product: [CH2:16]([N:5]1[CH2:6][C@H:2]([OH:1])[C@@H:3]([CH2:7][OH:8])[CH2:4]1)[C:17]1[CH:22]=[CH:21][CH:20]=[CH:19][CH:18]=1. The catalyst class is: 8.